Dataset: Full USPTO retrosynthesis dataset with 1.9M reactions from patents (1976-2016). Task: Predict the reactants needed to synthesize the given product. The reactants are: Cl[C:2]1[N:7]=[C:6]([CH2:8][C:9]2[CH:14]=[C:13]([CH3:15])[CH:12]=[C:11]([N:16]3[C:20]([CH3:21])=[CH:19][CH:18]=[C:17]3[CH3:22])[N:10]=2)[CH:5]=[CH:4][CH:3]=1.[CH3:23][NH:24][CH2:25][CH2:26][NH:27][CH3:28]. Given the product [CH3:22][C:17]1[N:16]([C:11]2[N:10]=[C:9]([CH2:8][C:6]3[N:7]=[C:2]([N:24]([CH3:23])[CH2:25][CH2:26][NH:27][CH3:28])[CH:3]=[CH:4][CH:5]=3)[CH:14]=[C:13]([CH3:15])[CH:12]=2)[C:20]([CH3:21])=[CH:19][CH:18]=1, predict the reactants needed to synthesize it.